Dataset: Forward reaction prediction with 1.9M reactions from USPTO patents (1976-2016). Task: Predict the product of the given reaction. (1) The product is: [CH2:32]([O:31][C:29]([N:3]([CH2:4][CH2:5][CH2:6][O:7][C:8]1[CH:13]=[C:12]([CH2:14][NH:15][C:16](=[O:22])[O:17][C:18]([CH3:21])([CH3:20])[CH3:19])[CH:11]=[CH:10][C:9]=1[C:23]1[CH:24]=[CH:25][CH:26]=[CH:27][CH:28]=1)[CH2:1][CH3:2])=[O:30])[C:33]1[CH:38]=[CH:37][CH:36]=[CH:35][CH:34]=1. Given the reactants [CH2:1]([NH:3][CH2:4][CH2:5][CH2:6][O:7][C:8]1[CH:13]=[C:12]([CH2:14][NH:15][C:16](=[O:22])[O:17][C:18]([CH3:21])([CH3:20])[CH3:19])[CH:11]=[CH:10][C:9]=1[C:23]1[CH:28]=[CH:27][CH:26]=[CH:25][CH:24]=1)[CH3:2].[C:29](ON1C(=O)CCC1=O)([O:31][CH2:32][C:33]1[CH:38]=[CH:37][CH:36]=[CH:35][CH:34]=1)=[O:30], predict the reaction product. (2) Given the reactants [CH3:1][C:2]1[N:3]=[C:4]2[S:11][CH:10]=[CH:9][N:5]2[C:6](=[O:8])[CH:7]=1.[Cl:12][C:13]1[CH:20]=[CH:19][C:16]([CH:17]=O)=[CH:15][CH:14]=1.[O-]CC.[Na+], predict the reaction product. The product is: [Cl:12][C:13]1[CH:20]=[CH:19][C:16](/[CH:17]=[CH:1]/[C:2]2[N:3]=[C:4]3[S:11][CH:10]=[CH:9][N:5]3[C:6](=[O:8])[CH:7]=2)=[CH:15][CH:14]=1. (3) Given the reactants F[C:2]1[CH:3]=[C:4]([C:10]2[N:11]=[C:12]3[CH:17]=[C:16]([NH:18][CH3:19])[CH:15]=[CH:14][N:13]3[CH:20]=2)[CH:5]=[CH:6][C:7]=1OC.CN[C:23]1C=CN=C(N)[CH:24]=1.BrCC(C1C=CC(CC)=CC=1)=O, predict the reaction product. The product is: [CH2:23]([C:7]1[CH:6]=[CH:5][C:4]([C:10]2[N:11]=[C:12]3[CH:17]=[C:16]([NH:18][CH3:19])[CH:15]=[CH:14][N:13]3[CH:20]=2)=[CH:3][CH:2]=1)[CH3:24]. (4) Given the reactants [NH2:1][C:2]1[CH:3]=[CH:4][C:5]([F:20])=[C:6]([C@:8]2([CH3:19])[CH2:13][C@@H:12]([C:14]([F:17])([F:16])[F:15])[O:11][C:10]([NH2:18])=[N:9]2)[CH:7]=1.[F:21][CH2:22][O:23][C:24]1[N:25]=[CH:26][C:27]([C:30](O)=[O:31])=[N:28][CH:29]=1, predict the reaction product. The product is: [NH2:18][C:10]1[O:11][C@H:12]([C:14]([F:16])([F:17])[F:15])[CH2:13][C@:8]([C:6]2[CH:7]=[C:2]([NH:1][C:30]([C:27]3[CH:26]=[N:25][C:24]([O:23][CH2:22][F:21])=[CH:29][N:28]=3)=[O:31])[CH:3]=[CH:4][C:5]=2[F:20])([CH3:19])[N:9]=1. (5) The product is: [CH3:1][O:2][C:3]([C:5]1[CH:14]=[C:13]([O:15][CH2:26][O:25][CH2:24][CH2:23][Si:22]([CH3:29])([CH3:28])[CH3:21])[C:12]2[C:7](=[C:8]([Br:18])[CH:9]=[C:10]([O:16][CH3:17])[CH:11]=2)[N:6]=1)=[O:4]. Given the reactants [CH3:1][O:2][C:3]([C:5]1[NH:6][C:7]2[C:12]([C:13](=[O:15])[CH:14]=1)=[CH:11][C:10]([O:16][CH3:17])=[CH:9][C:8]=2[Br:18])=[O:4].[H-].[Na+].[CH3:21][Si:22]([CH3:29])([CH3:28])[CH2:23][CH2:24][O:25][CH2:26]Cl.O, predict the reaction product. (6) Given the reactants [Cl:1][C:2]1[CH:19]=[C:18]([O:20][CH2:21][CH2:22][CH2:23][CH2:24][CH3:25])[CH:17]=[CH:16][C:3]=1[CH2:4][N:5]1[C:9]2[CH:10]=[C:11]([OH:14])[CH:12]=[CH:13][C:8]=2[N:7]=[C:6]1[CH3:15].[H-].[Na+].[C:28]1(=[O:37])[C:32]2[CH:33]=[CH:34][CH:35]=[CH:36][C:31]=2[CH2:30][O:29]1.Cl, predict the reaction product. The product is: [Cl:1][C:2]1[CH:19]=[C:18]([O:20][CH2:21][CH2:22][CH2:23][CH2:24][CH3:25])[CH:17]=[CH:16][C:3]=1[CH2:4][N:5]1[C:9]2[CH:10]=[C:11]([O:14][CH2:30][C:31]3[CH:36]=[CH:35][CH:34]=[CH:33][C:32]=3[C:28]([OH:37])=[O:29])[CH:12]=[CH:13][C:8]=2[N:7]=[C:6]1[CH3:15].